Dataset: Full USPTO retrosynthesis dataset with 1.9M reactions from patents (1976-2016). Task: Predict the reactants needed to synthesize the given product. (1) Given the product [C:21]([O:13][C:8]1([CH:2]2[CH2:3][CH:4]3[O:7][CH:1]2[CH2:6][CH2:5]3)[CH2:9][CH2:10][CH2:11][CH2:12]1)(=[O:24])[CH:22]=[CH2:23], predict the reactants needed to synthesize it. The reactants are: [CH:1]12[O:7][CH:4]([CH2:5][CH2:6]1)[CH2:3][CH:2]2[C:8]1([OH:13])[CH2:12][CH2:11][CH2:10][CH2:9]1.C(N(CC)CC)C.[C:21](Cl)(=[O:24])[CH:22]=[CH2:23].O. (2) Given the product [F:22][C:23]1[CH:28]=[CH:27][C:26]([C:29]2[N:32]=[C:13]([CH:12]([N:8]3[C:9]4[C:5](=[C:4]([C:18]([F:21])([F:20])[F:19])[C:3]([C:1]#[N:2])=[CH:11][CH:10]=4)[CH:6]=[C:7]3[CH3:17])[CH3:16])[O:14][N:30]=2)=[CH:25][CH:24]=1, predict the reactants needed to synthesize it. The reactants are: [C:1]([C:3]1[C:4]([C:18]([F:21])([F:20])[F:19])=[C:5]2[C:9](=[CH:10][CH:11]=1)[N:8]([CH:12]([CH3:16])[C:13](O)=[O:14])[C:7]([CH3:17])=[CH:6]2)#[N:2].[F:22][C:23]1[CH:28]=[CH:27][C:26]([C:29](=[NH:32])[NH:30]O)=[CH:25][CH:24]=1.CN(C(ON1N=NC2C=CC=NC1=2)=[N+](C)C)C.F[P-](F)(F)(F)(F)F.CCN(C(C)C)C(C)C.CCN=C=NCCCN(C)C.Cl. (3) Given the product [C:22]1([CH:20]2[CH2:21][C:16]3[NH:15][C:2](=[O:1])[CH:3]=[CH:8][C:17]=3[C:18](=[O:28])[CH2:19]2)[CH:27]=[CH:26][CH:25]=[CH:24][CH:23]=1, predict the reactants needed to synthesize it. The reactants are: [O:1]=[C:2]1CCC[C:8]2NC(=S)C(C#N)=C[C:3]1=2.[NH2:15][C:16]1[CH2:21][CH:20]([C:22]2[CH:27]=[CH:26][CH:25]=[CH:24][CH:23]=2)[CH2:19][C:18](=[O:28])[CH:17]=1.C(OCC)(=O)C#C.